Dataset: Peptide-MHC class II binding affinity with 134,281 pairs from IEDB. Task: Regression. Given a peptide amino acid sequence and an MHC pseudo amino acid sequence, predict their binding affinity value. This is MHC class II binding data. (1) The peptide sequence is TATAAVGAATGAATA. The MHC is HLA-DQA10101-DQB10501 with pseudo-sequence HLA-DQA10101-DQB10501. The binding affinity (normalized) is 0. (2) The peptide sequence is YDKFIANVSTVLTGK. The MHC is DRB1_0101 with pseudo-sequence DRB1_0101. The binding affinity (normalized) is 0.919. (3) The peptide sequence is YDKFLANVSTVLTYK. The MHC is DRB1_1602 with pseudo-sequence DRB1_1602. The binding affinity (normalized) is 0.794. (4) The peptide sequence is YGFVANFSMELPSFG. The MHC is DRB1_1302 with pseudo-sequence DRB1_1302. The binding affinity (normalized) is 1.00.